From a dataset of Forward reaction prediction with 1.9M reactions from USPTO patents (1976-2016). Predict the product of the given reaction. (1) The product is: [Cl:46][C:43]1[CH:44]=[CH:45][C:40]([O:39][CH2:38][C:37]([OH:68])=[O:36])=[C:41]([C:47]#[C:48][C:49]2[CH:50]=[CH:51][C:52]([NH:55][C:56](=[O:67])[C:57]3[CH:58]=[CH:59][C:60]([C:63]([F:65])([F:66])[F:64])=[CH:61][CH:62]=3)=[CH:53][CH:54]=2)[CH:42]=1. Given the reactants C(OC(=O)COC1C=CC(Cl)=CC=1C#CC1C(C)=NC=C(S(N(C)C)(=O)=O)C=1)(C)(C)C.C([O:36][C:37](=[O:68])[CH2:38][O:39][C:40]1[CH:45]=[CH:44][C:43]([Cl:46])=[CH:42][C:41]=1[C:47]#[C:48][C:49]1[CH:54]=[CH:53][C:52]([NH:55][C:56](=[O:67])[C:57]2[CH:62]=[CH:61][C:60]([C:63]([F:66])([F:65])[F:64])=[CH:59][CH:58]=2)=[CH:51][CH:50]=1)(C)(C)C, predict the reaction product. (2) Given the reactants C([NH:4][C@@H:5]1[C:11](=[O:12])[O:10][C:8](=[O:9])[CH:7]([CH3:13])[CH2:6]1)(O)=O.C([NH:17][C@H:18]([C:34]([O:36]C(=O)[C@H](CCCCNC(OCC1C=CC=CC=1)=O)NC(O)=O)=[O:35])[CH2:19][CH2:20][CH2:21][CH2:22][NH:23][C:24]([O:26][CH2:27][C:28]1[CH:33]=[CH:32][CH:31]=[CH:30][CH:29]=1)=[O:25])(O)=[O:15].CN(C)CCCN, predict the reaction product. The product is: [CH3:13][CH:7]([C:8]([OH:9])=[O:15])[CH2:6][C@@H:5]([C:11]([OH:10])=[O:12])[NH2:4].[CH2:27]([O:26][C:24]([NH:23][CH2:22][CH2:21][CH2:20][CH2:19][C@@H:18]([C:34]([OH:36])=[O:35])[NH2:17])=[O:25])[C:28]1[CH:29]=[CH:30][CH:31]=[CH:32][CH:33]=1. (3) Given the reactants [O:1]=[C:2]([C:9]1[O:10][C:11]([C:14]2[CH:19]=[CH:18][CH:17]=[CH:16][N:15]=2)=[CH:12][N:13]=1)[CH2:3][CH2:4][C:5]([O:7]C)=O.[CH2:20]([NH2:28])[CH2:21][C:22]1[CH:27]=[CH:26][CH:25]=[CH:24][CH:23]=1, predict the reaction product. The product is: [O:1]=[C:2]([C:9]1[O:10][C:11]([C:14]2[CH:19]=[CH:18][CH:17]=[CH:16][N:15]=2)=[CH:12][N:13]=1)[CH2:3][CH2:4][C:5]([NH:28][CH2:20][CH2:21][C:22]1[CH:27]=[CH:26][CH:25]=[CH:24][CH:23]=1)=[O:7]. (4) Given the reactants [NH2:1][CH2:2][CH:3]([OH:5])[CH3:4].C1(C)C=CC=CC=1.[Cl:13][C:14]1[CH:19]=[CH:18][C:17]([CH2:20][CH2:21]Cl)=[CH:16][CH:15]=1, predict the reaction product. The product is: [Cl:13][C:14]1[CH:19]=[CH:18][C:17]([CH2:20][CH2:21][NH:1][CH2:2][CH:3]([OH:5])[CH3:4])=[CH:16][CH:15]=1. (5) The product is: [NH2:16][C@H:17]([C:25]1[CH:30]=[CH:29][CH:28]=[CH:27][CH:26]=1)[CH2:18][C:19]([OH:21])=[O:20]. Given the reactants P([O-])([O-])([O-])=O.[K+].[K+].[K+].C1(C)C=CC=CC=1.[NH2:16][CH:17]([C:25]1[CH:30]=[CH:29][CH:28]=[CH:27][CH:26]=1)[CH2:18][C:19]([O:21]CCC)=[O:20], predict the reaction product. (6) Given the reactants Cl[C:2]1[CH:3]=[C:4]2[C:8](=[CH:9][CH:10]=1)[C:7](=[O:11])[N:6](C1C=NC=C(N(C3CCN(S(CC)(=O)=O)C3)C)C=1)[C:5]2([CH3:31])[CH3:30].C(#N)C, predict the reaction product. The product is: [CH3:30][C:5]1([CH3:31])[C:4]2[C:8](=[CH:9][CH:10]=[CH:2][CH:3]=2)[C:7](=[O:11])[NH:6]1. (7) Given the reactants [C:1]([C:5]1[CH:23]=[CH:22][C:8]([C:9]([NH:11][C:12]2[N:13]=[C:14]3[CH:19]=[CH:18][C:17](Cl)=[N:16][N:15]3[CH:21]=2)=[O:10])=[CH:7][CH:6]=1)([CH3:4])([CH3:3])[CH3:2].[O:24]1[C:28]2[CH:29]=[CH:30][C:31](B(O)O)=[CH:32][C:27]=2[O:26][CH2:25]1, predict the reaction product. The product is: [CH:25]([OH:26])=[O:24].[O:24]1[C:28]2[CH:29]=[CH:30][C:31]([C:17]3[CH:18]=[CH:19][C:14]4[N:15]([CH:21]=[C:12]([NH:11][C:9](=[O:10])[C:8]5[CH:22]=[CH:23][C:5]([C:1]([CH3:4])([CH3:3])[CH3:2])=[CH:6][CH:7]=5)[N:13]=4)[N:16]=3)=[CH:32][C:27]=2[O:26][CH2:25]1.